From a dataset of Reaction yield outcomes from USPTO patents with 853,638 reactions. Predict the reaction yield, written as a fraction of the theoretical maximum amount of product (1.0 means a 100% yield; for example, 0.34 means a 34% yield). The reactants are [CH3:1][CH2:2][O:3][C:4]1[CH:5]=[CH:6][CH:7]=[CH:8][C:9]=1[O:10][CH2:11][CH2:12][NH:13][C@@H:14]([CH2:16][C:17]1[CH:18]=[CH:19][C:20]([O:27][CH3:28])=[C:21]([S:23]([NH2:26])(=[O:25])=[O:24])[CH:22]=1)[CH3:15].[ClH:29]. The catalyst is C(Cl)Cl. The product is [CH3:1][CH2:2][O:3][C:4]1[CH:5]=[CH:6][CH:7]=[CH:8][C:9]=1[O:10][CH2:11][CH2:12][NH:13][C@@H:14]([CH2:16][C:17]1[CH:18]=[CH:19][C:20]([O:27][CH3:28])=[C:21]([S:23]([NH2:26])(=[O:25])=[O:24])[CH:22]=1)[CH3:15].[ClH:29]. The yield is 0.960.